This data is from Forward reaction prediction with 1.9M reactions from USPTO patents (1976-2016). The task is: Predict the product of the given reaction. (1) Given the reactants O.[OH-].[Li+].O.[Cl:5][C:6]1[CH:7]=[C:8]2[C:12](=[CH:13][CH:14]=1)[N:11]([C:15]1[C:24]3[C:19](=[CH:20][CH:21]=[CH:22][CH:23]=3)[N:18]=[CH:17][CH:16]=1)[CH:10]=[C:9]2[C:25]([O:27]C)=[O:26], predict the reaction product. The product is: [C:25]([C:9]1[C:8]2[C:12](=[CH:13][CH:14]=[C:6]([Cl:5])[CH:7]=2)[N:11]([C:15]2[C:24]3[C:19](=[CH:20][CH:21]=[CH:22][CH:23]=3)[N:18]=[CH:17][CH:16]=2)[CH:10]=1)([OH:27])=[O:26]. (2) Given the reactants [CH:1]([C:3]1[C:4]([NH:13][C@H:14]2[CH2:18][CH2:17][CH2:16][C@@H:15]2[NH:19][C:20](=[O:26])[O:21][C:22]([CH3:25])([CH3:24])[CH3:23])=[N:5][CH:6]=[C:7]([C:9]([F:12])([F:11])[F:10])[N:8]=1)=[CH2:2].[H][H], predict the reaction product. The product is: [CH2:1]([C:3]1[C:4]([NH:13][C@H:14]2[CH2:18][CH2:17][CH2:16][C@@H:15]2[NH:19][C:20](=[O:26])[O:21][C:22]([CH3:25])([CH3:24])[CH3:23])=[N:5][CH:6]=[C:7]([C:9]([F:11])([F:10])[F:12])[N:8]=1)[CH3:2]. (3) The product is: [NH:29]1[C:30]2[C:26](=[C:25]([C:7]3[CH:16]=[N:15][C:10]4[O:11][CH2:12][CH2:13][NH:14][C:9]=4[CH:8]=3)[CH:33]=[CH:32][CH:31]=2)[CH:27]=[CH:28]1. Given the reactants O1CCCC1.Br[C:7]1[CH:16]=[N:15][C:10]2[O:11][CH2:12][CH2:13][NH:14][C:9]=2[CH:8]=1.CC1(C)C(C)(C)OB([C:25]2[CH:33]=[CH:32][CH:31]=[C:30]3[C:26]=2[CH:27]=[CH:28][NH:29]3)O1.C(=O)([O-])[O-].[K+].[K+], predict the reaction product. (4) Given the reactants [CH2:1]([O:3][C:4](=O)[C:5]1[CH:10]=[CH:9][C:8]([C:11]#[C:12]C2C=C3C(=CC=2)N(C2CC2)CCC3(C)C)=[CH:7][CH:6]=1)C.[CH3:29][O:30][C:31](=[O:40])[CH2:32][C:33]1[CH:38]=[CH:37][C:36](I)=[CH:35][CH:34]=1.[CH2:41](N(CC)CC)[CH3:42], predict the reaction product. The product is: [CH3:1][O:3][C:4]1([C:5]2[CH:6]=[CH:7][C:8]([C:11]#[C:12][C:36]3[CH:37]=[CH:38][C:33]([CH2:32][C:31]([O:30][CH3:29])=[O:40])=[CH:34][CH:35]=3)=[CH:9][CH:10]=2)[CH2:42][CH2:41]1. (5) The product is: [C:9]1([C@H:21]2[C@H:21]([C:15]3[C:14]([Cl:13])=[CH:19][CH:18]=[CH:17][C:16]=3[Cl:20])[C:22](=[O:23])[NH:24][C:22]2=[O:23])[C:3]2=[C:4]3[C:5](=[CH:6][CH:7]=[CH:2]2)[CH2:19][CH2:14][CH2:15][N:12]3[CH:10]=1. Given the reactants Cl[C:2]1[CH:7]=[C:6](F)[CH:5]=[CH:4][C:3]=1[CH2:9][C:10]([NH2:12])=O.[Cl:13][C:14]1[CH:19]=[CH:18][CH:17]=[C:16]([Cl:20])[C:15]=1[CH2:21][C:22]([NH2:24])=[O:23], predict the reaction product. (6) Given the reactants C[O:2][C:3](=O)[C:4]1[CH:9]=[CH:8][C:7]([N+:10]([O-:12])=[O:11])=[CH:6][CH:5]=1.O.[NH2:15][NH2:16], predict the reaction product. The product is: [N+:10]([C:7]1[CH:8]=[CH:9][C:4]([C:3]([NH:15][NH2:16])=[O:2])=[CH:5][CH:6]=1)([O-:12])=[O:11]. (7) The product is: [Br:19][C:16]1[CH:17]=[CH:18][C:13]([O:12][C:8]2[CH:7]=[C:6]([CH2:5][C:4]([OH:28])=[O:3])[CH:11]=[CH:10][CH:9]=2)=[C:14]([CH2:20][O:21][C:22]2[CH:27]=[CH:26][CH:25]=[CH:24][CH:23]=2)[CH:15]=1. Given the reactants C([O:3][C:4](=[O:28])[CH2:5][C:6]1[CH:11]=[CH:10][CH:9]=[C:8]([O:12][C:13]2[CH:18]=[CH:17][C:16]([Br:19])=[CH:15][C:14]=2[CH2:20][O:21][C:22]2[CH:27]=[CH:26][CH:25]=[CH:24][CH:23]=2)[CH:7]=1)C.[Li+].[OH-], predict the reaction product. (8) Given the reactants [NH2:1][C:2]1[CH:3]=[C:4]([NH:10][C:11]2[CH:16]=[C:15]([CH3:17])[CH:14]=[C:13]([CH3:18])[N:12]=2)[C:5]([C:8]#[N:9])=[N:6][CH:7]=1.Cl[C:20](=[O:40])[CH2:21][NH:22][C:23](=[O:39])[O:24][CH2:25][CH:26]1[C:38]2[CH:37]=[CH:36][CH:35]=[CH:34][C:33]=2[C:32]2[C:27]1=[CH:28][CH:29]=[CH:30][CH:31]=2.C(N(C(C)C)CC)(C)C.CCCP1(OP(CCC)(=O)OP(CCC)(=O)O1)=O, predict the reaction product. The product is: [C:8]([C:5]1[N:6]=[CH:7][C:2]([NH:1][C:20](=[O:40])[CH2:21][NH:22][C:23](=[O:39])[O:24][CH2:25][CH:26]2[C:27]3[CH:28]=[CH:29][CH:30]=[CH:31][C:32]=3[C:33]3[C:38]2=[CH:37][CH:36]=[CH:35][CH:34]=3)=[CH:3][C:4]=1[NH:10][C:11]1[CH:16]=[C:15]([CH3:17])[CH:14]=[C:13]([CH3:18])[N:12]=1)#[N:9]. (9) Given the reactants [NH2:1][C:2]1[CH:7]=[C:6]([O:8][CH3:9])[CH:5]=[CH:4][C:3]=1[S:10]([NH:13][C:14]1[CH:15]=[CH:16][C:17]2[CH2:21][O:20][B:19]([OH:22])[C:18]=2[CH:23]=1)(=[O:12])=[O:11].Cl[C:25]([O:27][CH2:28][C:29]1[CH:34]=[CH:33][CH:32]=[CH:31][CH:30]=1)=[O:26].OC1C=CC(S(=O)(=O)NC2C=CC3COB(O)C=3C=2)=C(NC(=O)COC2C=CC=CC=2)C=1, predict the reaction product. The product is: [OH:22][B:19]1[C:18]2[CH:23]=[C:14]([NH:13][S:10]([C:3]3[CH:4]=[CH:5][C:6]([O:8][CH3:9])=[CH:7][C:2]=3[NH:1][C:25](=[O:26])[O:27][CH2:28][C:29]3[CH:34]=[CH:33][CH:32]=[CH:31][CH:30]=3)(=[O:11])=[O:12])[CH:15]=[CH:16][C:17]=2[CH2:21][O:20]1. (10) Given the reactants Cl[C:2]1[C:3]([C:10]([O:12][CH2:13][CH3:14])=[O:11])=[CH:4][N:5]([CH3:9])[C:6](=[O:8])[CH:7]=1.[CH2:15]([NH2:22])[C:16]1[CH:21]=[CH:20][CH:19]=[CH:18][CH:17]=1, predict the reaction product. The product is: [CH2:15]([NH:22][C:2]1[C:3]([C:10]([O:12][CH2:13][CH3:14])=[O:11])=[CH:4][N:5]([CH3:9])[C:6](=[O:8])[CH:7]=1)[C:16]1[CH:21]=[CH:20][CH:19]=[CH:18][CH:17]=1.